Dataset: Forward reaction prediction with 1.9M reactions from USPTO patents (1976-2016). Task: Predict the product of the given reaction. (1) Given the reactants [F:1][C:2]1[CH:7]=[CH:6][CH:5]=[C:4]([C:8]#[C:9][Si](C)(C)C)[C:3]=1[CH2:14][C:15]([O:17]CC)=[O:16].[OH-].[Na+], predict the reaction product. The product is: [C:8]([C:4]1[CH:5]=[CH:6][CH:7]=[C:2]([F:1])[C:3]=1[CH2:14][C:15]([OH:17])=[O:16])#[CH:9]. (2) Given the reactants [CH3:1][O:2][C:3]1[CH:4]=[C:5]([CH:33]=[CH:34][C:35]=1[O:36][CH3:37])[CH2:6][CH:7]1[C:16]2[C:11](=[CH:12][C:13]([O:18][CH3:19])=[C:14]([OH:17])[CH:15]=2)[CH2:10][CH2:9][N:8]1[CH2:20][C:21]([NH:23][CH:24]1[C:32]2[C:27](=[CH:28][CH:29]=[CH:30][CH:31]=2)[CH2:26][CH2:25]1)=[O:22].CS([C:42]1[N:47]=[C:46]([O:48][CH3:49])[CH:45]=[C:44]([O:50][CH3:51])[N:43]=1)(=O)=O, predict the reaction product. The product is: [CH3:1][O:2][C:3]1[CH:4]=[C:5]([CH:33]=[CH:34][C:35]=1[O:36][CH3:37])[CH2:6][CH:7]1[C:16]2[C:11](=[CH:12][C:13]([O:18][CH3:19])=[C:14]([O:17][C:42]3[N:47]=[C:46]([O:48][CH3:49])[CH:45]=[C:44]([O:50][CH3:51])[N:43]=3)[CH:15]=2)[CH2:10][CH2:9][N:8]1[CH2:20][C:21]([NH:23][CH:24]1[C:32]2[C:27](=[CH:28][CH:29]=[CH:30][CH:31]=2)[CH2:26][CH2:25]1)=[O:22]. (3) Given the reactants Br[C:2]1[C:3]2[CH:10]=[C:9]([C:11]([F:14])([F:13])[F:12])[CH:8]=[CH:7][C:4]=2[S:5][CH:6]=1.[Cu][C:16]#[N:17].C(N(CC)C(=O)C)C.C(N)CN, predict the reaction product. The product is: [C:16]([C:2]1[C:3]2[CH:10]=[C:9]([C:11]([F:14])([F:13])[F:12])[CH:8]=[CH:7][C:4]=2[S:5][CH:6]=1)#[N:17]. (4) Given the reactants C([O:3][CH:4]=[C:5]([C:11]([O:13][CH2:14][CH3:15])=[O:12])[C:6](OCC)=O)C.[NH2:16][NH2:17].[OH-].[Na+], predict the reaction product. The product is: [OH:3][C:4]1[C:5]([C:11]([O:13][CH2:14][CH3:15])=[O:12])=[CH:6][NH:17][N:16]=1. (5) Given the reactants [Br:1][C:2]1[C:3]([NH:19][C:20]2[CH:24]=[C:23]([CH3:25])[NH:22][N:21]=2)=[N:4][C:5]([NH:8][CH2:9][C:10]2[O:14][N:13]=[C:12]([C:15](OC)=[O:16])[CH:11]=2)=[N:6][CH:7]=1.[NH3:26], predict the reaction product. The product is: [Br:1][C:2]1[C:3]([NH:19][C:20]2[CH:24]=[C:23]([CH3:25])[NH:22][N:21]=2)=[N:4][C:5]([NH:8][CH2:9][C:10]2[O:14][N:13]=[C:12]([C:15](=[O:16])[NH2:26])[CH:11]=2)=[N:6][CH:7]=1. (6) Given the reactants [CH2:1]([O:3][C:4]([C:6]1[NH:35][C:9]2[C:10](=[O:34])[N:11]([CH3:33])[CH:12]=[C:13]([C:14]3[CH:19]=[C:18]([CH2:20][S:21]([CH3:24])(=[O:23])=[O:22])[CH:17]=[CH:16][C:15]=3[NH:25][C:26]3[CH:31]=[CH:30][C:29]([F:32])=[CH:28][CH:27]=3)[C:8]=2[CH:7]=1)=[O:5])[CH3:2].Cl.[CH2:37]=O, predict the reaction product. The product is: [CH2:1]([O:3][C:4]([C:6]1[NH:35][C:9]2[C:10](=[O:34])[N:11]([CH3:33])[CH:12]=[C:13]3[C:14]4[CH:19]=[C:18]([CH2:20][S:21]([CH3:24])(=[O:22])=[O:23])[CH:17]=[CH:16][C:15]=4[N:25]([C:26]4[CH:27]=[CH:28][C:29]([F:32])=[CH:30][CH:31]=4)[CH2:37][C:7]=1[C:8]=23)=[O:5])[CH3:2].